Predict the reactants needed to synthesize the given product. From a dataset of Full USPTO retrosynthesis dataset with 1.9M reactions from patents (1976-2016). (1) Given the product [Br:8][C:4]1[N:3]=[C:2]([C:21]2([OH:20])[CH2:27][CH2:26][CH2:25][N:24]([C:28]([O:30][C:31]([CH3:33])([CH3:32])[CH3:34])=[O:29])[CH2:23][CH2:22]2)[CH:7]=[CH:6][CH:5]=1, predict the reactants needed to synthesize it. The reactants are: Br[C:2]1[CH:7]=[CH:6][CH:5]=[C:4]([Br:8])[N:3]=1.[Li]CCCC.CCCCCC.[O:20]=[C:21]1[CH2:27][CH2:26][CH2:25][N:24]([C:28]([O:30][C:31]([CH3:34])([CH3:33])[CH3:32])=[O:29])[CH2:23][CH2:22]1. (2) Given the product [Br-:34].[CH:9]1([C@:7]([OH:8])([C:1]2[CH:6]=[CH:5][CH:4]=[CH:3][CH:2]=2)[C:15]2[O:16][C:17]([CH2:20][N+:21]([CH3:23])([CH3:22])[CH2:33][CH2:32][CH2:31][O:24][C:25]3[CH:30]=[CH:29][CH:28]=[CH:27][CH:26]=3)=[CH:18][N:19]=2)[CH2:14][CH2:13][CH2:12][CH2:11][CH2:10]1, predict the reactants needed to synthesize it. The reactants are: [CH:1]1([C@@:7]([C:15]2[O:16][C:17]([CH2:20][N:21]([CH3:23])[CH3:22])=[CH:18][N:19]=2)([C:9]2[CH:14]=[CH:13][CH:12]=[CH:11][CH:10]=2)[OH:8])[CH2:6][CH2:5][CH2:4][CH2:3][CH2:2]1.[O:24]([CH2:31][CH2:32][CH2:33][Br:34])[C:25]1[CH:30]=[CH:29][CH:28]=[CH:27][CH:26]=1. (3) Given the product [Cl:1][C:2]1[CH:3]=[C:4]([NH:9][C:10]2[C:19]3[C:14](=[CH:15][C:16]([O:21][CH3:22])=[C:17]([O:20][CH2:24][CH2:25][CH2:26][C:27]([O:29][CH2:30][CH3:31])=[O:28])[CH:18]=3)[N:13]=[CH:12][N:11]=2)[CH:5]=[CH:6][C:7]=1[F:8], predict the reactants needed to synthesize it. The reactants are: [Cl:1][C:2]1[CH:3]=[C:4]([NH:9][C:10]2[C:19]3[C:14](=[CH:15][C:16]([O:21][CH3:22])=[C:17]([OH:20])[CH:18]=3)[N:13]=[CH:12][N:11]=2)[CH:5]=[CH:6][C:7]=1[F:8].Br[CH2:24][CH2:25][CH2:26][C:27]([O:29][CH2:30][CH3:31])=[O:28].ClC1C=C(NC2C3C(=CC(OC)=C(OCC(OCC)=O)C=3)N=CN=2)C=CC=1F.